Predict the reactants needed to synthesize the given product. From a dataset of Full USPTO retrosynthesis dataset with 1.9M reactions from patents (1976-2016). (1) Given the product [O:18]=[C:8]1[N:7]([C:9]([O:11][C:12]([CH3:15])([CH3:14])[CH3:13])=[O:10])[CH2:6][CH:5]2[CH2:1][O:2][CH2:3][CH:4]12, predict the reactants needed to synthesize it. The reactants are: [CH2:1]1[CH:5]2[CH2:6][N:7]([C:9]([O:11][C:12]([CH3:15])([CH3:14])[CH3:13])=[O:10])[CH2:8][CH:4]2[CH2:3][O:2]1.CC[O:18]C(C)=O. (2) Given the product [F:1][C:2]1[CH:3]=[CH:4][C:5]([CH2:6][CH:7]2[C:16]3[C:11](=[CH:12][C:13]([O:19][CH3:20])=[C:14]([O:17][CH3:18])[CH:15]=3)[CH2:10][CH2:9][N:8]2[CH2:24][C:25]([NH:28][CH:29]2[C:37]3[C:32](=[CH:33][CH:34]=[CH:35][CH:36]=3)[CH2:31][CH2:30]2)=[O:26])=[CH:21][CH:22]=1, predict the reactants needed to synthesize it. The reactants are: [F:1][C:2]1[CH:22]=[CH:21][C:5]([CH2:6][CH:7]2[C:16]3[C:11](=[CH:12][C:13]([O:19][CH3:20])=[C:14]([O:17][CH3:18])[CH:15]=3)[CH2:10][CH2:9][NH:8]2)=[CH:4][CH:3]=1.Br[CH2:24][C:25](Br)=[O:26].[NH2:28][CH:29]1[C:37]2[C:32](=[CH:33][CH:34]=[CH:35][CH:36]=2)[CH2:31][CH2:30]1. (3) Given the product [ClH:13].[Cl:13][C:14]1[CH:25]=[CH:24][C:17]2[CH2:18][CH2:19][CH2:20][CH:21]([NH:1][CH2:2][C@H:3]([OH:12])[CH2:4][O:5][C:6]3[CH:11]=[CH:10][CH:9]=[CH:8][CH:7]=3)[CH2:22][C:16]=2[CH:15]=1, predict the reactants needed to synthesize it. The reactants are: [NH2:1][CH2:2][C@H:3]([OH:12])[CH2:4][O:5][C:6]1[CH:11]=[CH:10][CH:9]=[CH:8][CH:7]=1.[Cl:13][C:14]1[CH:25]=[CH:24][C:17]2[CH2:18][CH2:19][CH2:20][C:21](=O)[CH2:22][C:16]=2[CH:15]=1.C(O[BH-](OC(=O)C)OC(=O)C)(=O)C.[Na+].[OH-].[Na+]. (4) Given the product [CH2:23]([C:19]1[CH:20]=[C:21]([CH3:22])[C:16]([N:13]2[CH2:14][CH2:15][N:10]([C:8]([C:5]3[CH:4]=[CH:3][C:2]([N:27]4[CH2:28][CH2:29][O:25][C:26]4=[O:30])=[N:7][CH:6]=3)=[O:9])[CH2:11][CH2:12]2)=[N:17][CH:18]=1)[CH3:24], predict the reactants needed to synthesize it. The reactants are: Br[C:2]1[N:7]=[CH:6][C:5]([C:8]([N:10]2[CH2:15][CH2:14][N:13]([C:16]3[C:21]([CH3:22])=[CH:20][C:19]([CH2:23][CH3:24])=[CH:18][N:17]=3)[CH2:12][CH2:11]2)=[O:9])=[CH:4][CH:3]=1.[O:25]1[CH2:29][CH2:28][NH:27][C:26]1=[O:30]. (5) Given the product [CH2:1]([O:8][C:9]1[CH:13]=[C:12]([C:14]([OH:16])=[O:15])[O:11][N:10]=1)[C:2]1[CH:7]=[CH:6][CH:5]=[CH:4][CH:3]=1, predict the reactants needed to synthesize it. The reactants are: [CH2:1]([O:8][C:9]1[CH:13]=[C:12]([C:14]([O:16]C)=[O:15])[O:11][N:10]=1)[C:2]1[CH:7]=[CH:6][CH:5]=[CH:4][CH:3]=1.O.[OH-].[Li+].Cl. (6) Given the product [CH2:16]([N:23]1[C:27]2[CH:28]=[CH:29][C:30]3[N:31]([C:32]([CH3:35])=[N:33][N:34]=3)[C:26]=2[CH:25]=[C:24]1[C:36]1[CH:37]=[CH:38][N:39]([CH2:3][CH2:2][C:1]#[N:4])[N:40]=1)[C:17]1[CH:18]=[CH:19][CH:20]=[CH:21][CH:22]=1, predict the reactants needed to synthesize it. The reactants are: [C:1](#[N:4])[CH:2]=[CH2:3].N12CCCN=C1CCCCC2.[CH2:16]([N:23]1[C:27]2[CH:28]=[CH:29][C:30]3[N:31]([C:32]([CH3:35])=[N:33][N:34]=3)[C:26]=2[CH:25]=[C:24]1[C:36]1[NH:40][N:39]=[CH:38][CH:37]=1)[C:17]1[CH:22]=[CH:21][CH:20]=[CH:19][CH:18]=1. (7) Given the product [P:7]([Cl:9])([Cl:8])([O:5][CH2:1][CH2:2][CH2:3][CH3:4])=[O:6], predict the reactants needed to synthesize it. The reactants are: [CH2:1]([OH:5])[CH2:2][CH2:3][CH3:4].[O:6]=[P:7](Cl)([Cl:9])[Cl:8]. (8) Given the product [CH:22]([C:19]1[CH:18]=[CH:17][C:16]([CH:11]2[C:4]3[CH:5]=[CH:6][C:7]([OH:9])=[CH:8][C:3]=3[O:2][C:12]2([CH3:14])[CH3:13])=[CH:21][CH:20]=1)([CH3:24])[CH3:23], predict the reactants needed to synthesize it. The reactants are: C[O:2][C:3]1[CH:8]=[C:7]([O:9]C)[CH:6]=[CH:5][C:4]=1[C:11]([C:16]1[CH:21]=[CH:20][C:19]([CH:22]([CH3:24])[CH3:23])=[CH:18][CH:17]=1)(O)[CH:12]([CH3:14])[CH3:13].C(=O)([O-])O.[Na+].